From a dataset of Forward reaction prediction with 1.9M reactions from USPTO patents (1976-2016). Predict the product of the given reaction. (1) Given the reactants [CH2:1]1[C@H:5]([N:6]2[C:12](=[O:13])[NH:11][C:9](=[O:10])[C:8]([Br:14])=[CH:7]2)[O:4][C@H:3]([CH2:15][OH:16])[C@H:2]1[OH:17].C1C(N=C=S)=CC2C(OC3(C4C=CC(O)=CC=4OC4C=C(O)C=CC3=4)C=2C=1)=O, predict the reaction product. The product is: [CH2:1]1[C@H:5]([N:6]2[C:12](=[O:13])[NH:11][C:9](=[O:10])[C:8]([Br:14])=[CH:7]2)[O:4][C@H:3]([CH2:15][OH:16])[C@H:2]1[OH:17]. (2) Given the reactants [C:1]([O:5][C:6]([N:8]=[S:9]([C:12]1[CH:17]=[CH:16][C:15]([N+:18]([O-])=O)=[CH:14][CH:13]=1)([CH3:11])=[O:10])=[O:7])([CH3:4])([CH3:3])[CH3:2].C([O-])=O.[NH4+], predict the reaction product. The product is: [C:1]([O:5][C:6]([N:8]=[S:9]([C:12]1[CH:17]=[CH:16][C:15]([NH2:18])=[CH:14][CH:13]=1)([CH3:11])=[O:10])=[O:7])([CH3:4])([CH3:2])[CH3:3]. (3) Given the reactants [CH2:1]([OH:11])[C:2]1[CH:10]=[CH:9][C:8]2[O:7][CH2:6][O:5][C:4]=2[CH:3]=1.[CH3:12][CH:13]([CH3:23])[CH2:14][CH2:15][CH2:16][CH2:17][CH2:18][CH2:19][C:20](O)=[O:21].O, predict the reaction product. The product is: [CH3:12][CH:13]([CH3:23])[CH2:14][CH2:15][CH2:16][CH2:17][CH2:18][CH2:19][C:20]([O:11][CH2:1][C:2]1[CH:10]=[CH:9][C:8]2[O:7][CH2:6][O:5][C:4]=2[CH:3]=1)=[O:21]. (4) Given the reactants [CH3:1][O:2][CH2:3][CH2:4][O:5][CH2:6][CH2:7][NH:8][CH2:9][C:10]([O:12]CC1C=CC=CC=1)=[O:11], predict the reaction product. The product is: [CH3:1][O:2][CH2:3][CH2:4][O:5][CH2:6][CH2:7][NH:8][CH2:9][C:10]([OH:12])=[O:11].